From a dataset of Peptide-MHC class I binding affinity with 185,985 pairs from IEDB/IMGT. Regression. Given a peptide amino acid sequence and an MHC pseudo amino acid sequence, predict their binding affinity value. This is MHC class I binding data. The peptide sequence is ESWILRNPGF. The MHC is HLA-A26:01 with pseudo-sequence HLA-A26:01. The binding affinity (normalized) is 0.151.